Task: Predict the reaction yield, written as a fraction of the theoretical maximum amount of product (1.0 means a 100% yield; for example, 0.34 means a 34% yield).. Dataset: Reaction yield outcomes from USPTO patents with 853,638 reactions (1) The reactants are N#N.Br[C:4]1[CH:5]=[C:6]2[C:11](=[CH:12][CH:13]=1)[O:10][C:9](=[O:14])[CH:8]=[C:7]2[NH:15][CH:16]1[CH2:21][CH2:20][N:19]([CH2:22][CH:23]=[CH:24][C:25]2[CH:30]=[CH:29][CH:28]=[CH:27][CH:26]=2)[CH2:18][CH2:17]1.[Br-].[CH:32]1([Zn+])[CH2:36][CH2:35][CH2:34][CH2:33]1. The catalyst is C1COCC1.C1C=CC(P(C2C=CC=CC=2)[C-]2C=CC=C2)=CC=1.C1C=CC(P(C2C=CC=CC=2)[C-]2C=CC=C2)=CC=1.Cl[Pd]Cl.[Fe+2].[Cu]I. The product is [CH:32]1([C:4]2[CH:5]=[C:6]3[C:11](=[CH:12][CH:13]=2)[O:10][C:9](=[O:14])[CH:8]=[C:7]3[NH:15][CH:16]2[CH2:21][CH2:20][N:19]([CH2:22][CH:23]=[CH:24][C:25]3[CH:30]=[CH:29][CH:28]=[CH:27][CH:26]=3)[CH2:18][CH2:17]2)[CH2:36][CH2:35][CH2:34][CH2:33]1. The yield is 0.180. (2) The reactants are [C:1]([N:9]=[C:10]=[S:11])(=[O:8])[C:2]1[CH:7]=[CH:6][CH:5]=[CH:4][CH:3]=1.[CH:12]1([NH2:18])[CH2:17][CH2:16][CH2:15][CH2:14][CH2:13]1. The catalyst is ClCCl. The product is [CH:12]1([NH:18][C:10]([NH:9][C:1](=[O:8])[C:2]2[CH:7]=[CH:6][CH:5]=[CH:4][CH:3]=2)=[S:11])[CH2:17][CH2:16][CH2:15][CH2:14][CH2:13]1. The yield is 1.00.